Dataset: Reaction yield outcomes from USPTO patents with 853,638 reactions. Task: Predict the reaction yield, written as a fraction of the theoretical maximum amount of product (1.0 means a 100% yield; for example, 0.34 means a 34% yield). (1) The reactants are [CH2:1]([N:8]1[CH2:12][CH2:11][CH2:10][CH:9]1[CH2:13][N:14]1[C:18]2=[N:19][CH:20]=[CH:21][CH:22]=[C:17]2[CH:16]=[CH:15]1)[C:2]1[CH:7]=[CH:6][CH:5]=[CH:4][CH:3]=1.[Cl:23][C:24]1[CH:25]=[C:26]([S:30](Cl)(=[O:32])=[O:31])[CH:27]=[CH:28][CH:29]=1. The catalyst is [N+](C1C=CC=CC=1)([O-])=O.FC(F)(F)S([O-])(=O)=O.[Ag+]. The product is [CH2:1]([N:8]1[CH2:12][CH2:11][CH2:10][CH:9]1[CH2:13][N:14]1[C:18]2=[N:19][CH:20]=[CH:21][CH:22]=[C:17]2[C:16]([S:30]([C:26]2[CH:27]=[CH:28][CH:29]=[C:24]([Cl:23])[CH:25]=2)(=[O:32])=[O:31])=[CH:15]1)[C:2]1[CH:7]=[CH:6][CH:5]=[CH:4][CH:3]=1. The yield is 0.270. (2) The reactants are [NH2:1][C:2]1[CH:3]=[C:4]2[C:8](=[CH:9][CH:10]=1)[NH:7][C:6](=[O:11])[CH2:5]2.[CH3:12][O:13][C:14]([C:16]1[CH:24]=[CH:23][C:19]([C:20](Cl)=[O:21])=[CH:18][CH:17]=1)=[O:15]. The catalyst is N1C=CC=CC=1. The product is [CH3:12][O:13][C:14]([C:16]1[CH:24]=[CH:23][C:19]([C:20]([NH:1][C:2]2[CH:3]=[C:4]3[C:8](=[CH:9][CH:10]=2)[NH:7][C:6](=[O:11])[CH2:5]3)=[O:21])=[CH:18][CH:17]=1)=[O:15]. The yield is 0.810.